Dataset: NCI-60 drug combinations with 297,098 pairs across 59 cell lines. Task: Regression. Given two drug SMILES strings and cell line genomic features, predict the synergy score measuring deviation from expected non-interaction effect. (1) Synergy scores: CSS=16.1, Synergy_ZIP=-1.67, Synergy_Bliss=-3.02, Synergy_Loewe=-13.5, Synergy_HSA=-0.847. Drug 2: C#CCC(CC1=CN=C2C(=N1)C(=NC(=N2)N)N)C3=CC=C(C=C3)C(=O)NC(CCC(=O)O)C(=O)O. Cell line: SN12C. Drug 1: CC1=C2C(C(=O)C3(C(CC4C(C3C(C(C2(C)C)(CC1OC(=O)C(C(C5=CC=CC=C5)NC(=O)C6=CC=CC=C6)O)O)OC(=O)C7=CC=CC=C7)(CO4)OC(=O)C)O)C)OC(=O)C. (2) Drug 1: CN1CCC(CC1)COC2=C(C=C3C(=C2)N=CN=C3NC4=C(C=C(C=C4)Br)F)OC. Drug 2: CC12CCC(CC1=CCC3C2CCC4(C3CC=C4C5=CN=CC=C5)C)O. Cell line: NCI/ADR-RES. Synergy scores: CSS=10.5, Synergy_ZIP=-4.23, Synergy_Bliss=1.06, Synergy_Loewe=0.351, Synergy_HSA=1.10. (3) Drug 1: C1CCC(CC1)NC(=O)N(CCCl)N=O. Drug 2: CC1=CC2C(CCC3(C2CCC3(C(=O)C)OC(=O)C)C)C4(C1=CC(=O)CC4)C. Cell line: HT29. Synergy scores: CSS=2.07, Synergy_ZIP=-4.94, Synergy_Bliss=-0.872, Synergy_Loewe=-7.07, Synergy_HSA=-3.08. (4) Drug 1: CN(CCCl)CCCl.Cl. Drug 2: C1CCC(C(C1)N)N.C(=O)(C(=O)[O-])[O-].[Pt+4]. Cell line: UACC62. Synergy scores: CSS=51.7, Synergy_ZIP=-10.8, Synergy_Bliss=-2.79, Synergy_Loewe=-0.386, Synergy_HSA=2.92.